From a dataset of Catalyst prediction with 721,799 reactions and 888 catalyst types from USPTO. Predict which catalyst facilitates the given reaction. (1) The catalyst class is: 126. Product: [Cl:11][C:6]1[CH:5]=[C:4]([CH:9]=[CH:8][C:7]=1[NH:10][NH2:13])[C:3]([O:2][CH3:1])=[O:12]. Reactant: [CH3:1][O:2][C:3](=[O:12])[C:4]1[CH:9]=[CH:8][C:7]([NH2:10])=[C:6]([Cl:11])[CH:5]=1.[N:13]([O-])=O.[Na+].[Sn](Cl)Cl.[OH-].[Na+]. (2) Reactant: C[O:2][C:3]([C:5]1[CH:37]=[CH:36][C:8]2[N:9]([CH2:24][C:25]3[CH:29]=[C:28]([C:30]4[S:31][C:32]([Cl:35])=[CH:33][CH:34]=4)[O:27][N:26]=3)[C:10]([C:12](=[O:23])[NH:13][CH:14]3[CH2:19][CH2:18][N:17]([CH:20]([CH3:22])[CH3:21])[CH2:16][CH2:15]3)=[N:11][C:7]=2[CH:6]=1)=[O:4].[Li+].[OH-].Cl. Product: [Cl:35][C:32]1[S:31][C:30]([C:28]2[O:27][N:26]=[C:25]([CH2:24][N:9]3[C:8]4[CH:36]=[CH:37][C:5]([C:3]([OH:4])=[O:2])=[CH:6][C:7]=4[N:11]=[C:10]3[C:12](=[O:23])[NH:13][CH:14]3[CH2:15][CH2:16][N:17]([CH:20]([CH3:21])[CH3:22])[CH2:18][CH2:19]3)[CH:29]=2)=[CH:34][CH:33]=1. The catalyst class is: 5. (3) Reactant: Cl[C:2]1[N:7]=[CH:6][C:5]([NH:8][CH3:9])=[C:4]([C:10]2[CH:15]=[C:14]([F:16])[CH:13]=[CH:12][C:11]=2[CH3:17])[CH:3]=1.CO. Product: [F:16][C:14]1[CH:13]=[CH:12][C:11]([CH3:17])=[C:10]([C:4]2[CH:3]=[CH:2][N:7]=[CH:6][C:5]=2[NH:8][CH3:9])[CH:15]=1. The catalyst class is: 99. (4) Reactant: [Br:1][C:2]1[CH:10]=[CH:9][C:5]([C:6](O)=[O:7])=[C:4]([CH3:11])[CH:3]=1.O.C(=O)([O-])[O-].[K+].[K+]. Product: [Br:1][C:2]1[CH:10]=[CH:9][C:5]([CH2:6][OH:7])=[C:4]([CH3:11])[CH:3]=1. The catalyst class is: 7. (5) Reactant: [O:1]1[C:5]2[CH:6]=[CH:7][C:8]([C:10]([OH:12])=[O:11])=[CH:9][C:4]=2[CH2:3][CH2:2]1.S(=O)(=O)(O)O.[C:18](=O)(O)[O-].[Na+]. Product: [O:1]1[C:5]2[CH:6]=[CH:7][C:8]([C:10]([O:12][CH3:18])=[O:11])=[CH:9][C:4]=2[CH2:3][CH2:2]1. The catalyst class is: 5.